This data is from NCI-60 drug combinations with 297,098 pairs across 59 cell lines. The task is: Regression. Given two drug SMILES strings and cell line genomic features, predict the synergy score measuring deviation from expected non-interaction effect. (1) Drug 1: C1=CC(=CC=C1C#N)C(C2=CC=C(C=C2)C#N)N3C=NC=N3. Drug 2: CS(=O)(=O)CCNCC1=CC=C(O1)C2=CC3=C(C=C2)N=CN=C3NC4=CC(=C(C=C4)OCC5=CC(=CC=C5)F)Cl. Cell line: SR. Synergy scores: CSS=1.72, Synergy_ZIP=2.67, Synergy_Bliss=0.0235, Synergy_Loewe=-2.51, Synergy_HSA=-7.01. (2) Synergy scores: CSS=4.53, Synergy_ZIP=3.66, Synergy_Bliss=7.63, Synergy_Loewe=-0.720, Synergy_HSA=0.00250. Drug 1: CC1=C(C=C(C=C1)NC2=NC=CC(=N2)N(C)C3=CC4=NN(C(=C4C=C3)C)C)S(=O)(=O)N.Cl. Drug 2: CS(=O)(=O)CCNCC1=CC=C(O1)C2=CC3=C(C=C2)N=CN=C3NC4=CC(=C(C=C4)OCC5=CC(=CC=C5)F)Cl. Cell line: SK-MEL-5. (3) Drug 1: C1CC(=O)NC(=O)C1N2CC3=C(C2=O)C=CC=C3N. Drug 2: C1CCC(CC1)NC(=O)N(CCCl)N=O. Cell line: NCIH23. Synergy scores: CSS=11.2, Synergy_ZIP=-4.61, Synergy_Bliss=-1.25, Synergy_Loewe=-3.37, Synergy_HSA=0.0546. (4) Drug 1: C1CCC(C1)C(CC#N)N2C=C(C=N2)C3=C4C=CNC4=NC=N3. Drug 2: CC1=C(C=C(C=C1)NC(=O)C2=CC=C(C=C2)CN3CCN(CC3)C)NC4=NC=CC(=N4)C5=CN=CC=C5. Cell line: SK-MEL-2. Synergy scores: CSS=-4.14, Synergy_ZIP=8.69, Synergy_Bliss=-2.42, Synergy_Loewe=-8.80, Synergy_HSA=-8.45. (5) Drug 1: C1=C(C(=O)NC(=O)N1)F. Drug 2: CC1CCC2CC(C(=CC=CC=CC(CC(C(=O)C(C(C(=CC(C(=O)CC(OC(=O)C3CCCCN3C(=O)C(=O)C1(O2)O)C(C)CC4CCC(C(C4)OC)OCCO)C)C)O)OC)C)C)C)OC. Cell line: SNB-19. Synergy scores: CSS=42.1, Synergy_ZIP=-3.46, Synergy_Bliss=-4.27, Synergy_Loewe=3.94, Synergy_HSA=5.07. (6) Drug 1: C1CC(C1)(C(=O)O)C(=O)O.[NH2-].[NH2-].[Pt+2]. Drug 2: CS(=O)(=O)OCCCCOS(=O)(=O)C. Cell line: KM12. Synergy scores: CSS=-0.152, Synergy_ZIP=0.243, Synergy_Bliss=0.664, Synergy_Loewe=-2.26, Synergy_HSA=-1.62. (7) Drug 1: C1=CC(=C2C(=C1NCCNCCO)C(=O)C3=C(C=CC(=C3C2=O)O)O)NCCNCCO. Synergy scores: CSS=81.5, Synergy_ZIP=11.4, Synergy_Bliss=10.1, Synergy_Loewe=8.31, Synergy_HSA=14.0. Drug 2: CCN(CC)CCCC(C)NC1=C2C=C(C=CC2=NC3=C1C=CC(=C3)Cl)OC. Cell line: HCT116. (8) Drug 1: CN1C(=O)N2C=NC(=C2N=N1)C(=O)N. Drug 2: C1CN(CCN1C(=O)CCBr)C(=O)CCBr. Cell line: BT-549. Synergy scores: CSS=17.7, Synergy_ZIP=1.20, Synergy_Bliss=-2.12, Synergy_Loewe=-2.61, Synergy_HSA=1.19. (9) Drug 1: C1CN(P(=O)(OC1)NCCCl)CCCl. Drug 2: CC1CCCC2(C(O2)CC(NC(=O)CC(C(C(=O)C(C1O)C)(C)C)O)C(=CC3=CSC(=N3)C)C)C. Cell line: PC-3. Synergy scores: CSS=57.3, Synergy_ZIP=8.09, Synergy_Bliss=5.87, Synergy_Loewe=-2.99, Synergy_HSA=4.60.